Predict the reactants needed to synthesize the given product. From a dataset of Full USPTO retrosynthesis dataset with 1.9M reactions from patents (1976-2016). Given the product [CH3:46][O:45][CH2:44][CH2:43][O:42][C:39]1[CH:38]=[CH:37][C:36]([CH2:35][O:1][C:2]2[CH:7]=[CH:6][CH:5]=[CH:4][C:3]=2[C:8]2[N:13]=[C:12]([N:14]3[C:18]([C:19]([F:22])([F:21])[F:20])=[C:17]([C:23]([O:25][CH2:26][CH3:27])=[O:24])[CH:16]=[N:15]3)[CH:11]=[CH:10][CH:9]=2)=[CH:41][CH:40]=1, predict the reactants needed to synthesize it. The reactants are: [OH:1][C:2]1[CH:7]=[CH:6][CH:5]=[CH:4][C:3]=1[C:8]1[N:13]=[C:12]([N:14]2[C:18]([C:19]([F:22])([F:21])[F:20])=[C:17]([C:23]([O:25][CH2:26][CH3:27])=[O:24])[CH:16]=[N:15]2)[CH:11]=[CH:10][CH:9]=1.C(=O)([O-])[O-].[Cs+].[Cs+].Br[CH2:35][C:36]1[CH:41]=[CH:40][C:39]([O:42][CH2:43][CH2:44][O:45][CH3:46])=[CH:38][CH:37]=1.